Task: Predict which catalyst facilitates the given reaction.. Dataset: Catalyst prediction with 721,799 reactions and 888 catalyst types from USPTO (1) Reactant: C[O:2][C:3]([C:5]1[O:9][C:8]([C:10]([CH3:13])([CH3:12])[CH3:11])=[N:7][C:6]=1[CH3:14])=[O:4].[OH-].[Na+]. Product: [C:10]([C:8]1[O:9][C:5]([C:3]([OH:4])=[O:2])=[C:6]([CH3:14])[N:7]=1)([CH3:13])([CH3:11])[CH3:12]. The catalyst class is: 5. (2) Reactant: [C:1]([O:8][CH2:9][C:10]1[CH:11]=[N:12][C:13]([CH3:35])=[C:14]([O:25]CC2C=CC(OC)=CC=2)[C:15]=1[CH2:16][O:17][C:18](=[O:24])[CH2:19][CH2:20][CH2:21][C:22]#[CH:23])(=[O:7])[CH2:2][CH2:3][CH2:4][C:5]#[CH:6].[SiH](CC)(CC)CC.FC(F)(F)C(O)=O. Product: [C:1]([O:8][CH2:9][C:10]1[CH:11]=[N:12][C:13]([CH3:35])=[C:14]([OH:25])[C:15]=1[CH2:16][O:17][C:18](=[O:24])[CH2:19][CH2:20][CH2:21][C:22]#[CH:23])(=[O:7])[CH2:2][CH2:3][CH2:4][C:5]#[CH:6]. The catalyst class is: 2. (3) Reactant: [SH:1][C:2]1[CH:7]=[CH:6][C:5]([N+:8]([O-:10])=[O:9])=[CH:4][N:3]=1.C(=O)([O-])[O-].[K+].[K+].Cl.Cl[CH2:19][C:20]1[N:24]([CH2:25][CH2:26][CH3:27])[CH:23]=[N:22][CH:21]=1.O. Product: [N+:8]([C:5]1[CH:6]=[CH:7][C:2]([S:1][CH2:19][C:20]2[N:24]([CH2:25][CH2:26][CH3:27])[CH:23]=[N:22][CH:21]=2)=[N:3][CH:4]=1)([O-:10])=[O:9]. The catalyst class is: 3. (4) Reactant: C(NC(C)C)(C)C.[Li]CCCC.CCCCCC.[Li+].CC([N-]C(C)C)C.[F:27][C:28]1[CH:33]=[CH:32][C:31]([Br:34])=[CH:30][CH:29]=1.CC[O:37][C:38]([CH:40]([F:42])[F:41])=O. Product: [Br:34][C:31]1[CH:30]=[CH:29][C:28]([F:27])=[C:33]([C:38](=[O:37])[CH:40]([F:42])[F:41])[CH:32]=1. The catalyst class is: 1. (5) Reactant: C(=O)([O-])[O-].[Cs+].[Cs+].[CH2:7]([O:9][C:10](=[O:40])[C:11]([OH:39])([CH3:38])[CH2:12][C:13]1[CH:18]=[CH:17][C:16]([O:19][CH2:20][CH2:21][CH:22]2[CH2:26][N:25]([CH2:27][C:28]3[CH:33]=[CH:32][C:31](OC)=[CH:30][CH:29]=3)[C:24](=[O:36])[N:23]2[CH3:37])=[CH:15][CH:14]=1)[CH3:8].CN1C(CCOS(C2C=CC(C)=CC=2)(=O)=O)CN(CC2C=CC([C:67]([F:70])([F:69])[F:68])=CC=2)C1=O. Product: [CH2:7]([O:9][C:10](=[O:40])[C:11]([OH:39])([CH3:38])[CH2:12][C:13]1[CH:14]=[CH:15][C:16]([O:19][CH2:20][CH2:21][CH:22]2[CH2:26][N:25]([CH2:27][C:28]3[CH:29]=[CH:30][C:31]([C:67]([F:70])([F:69])[F:68])=[CH:32][CH:33]=3)[C:24](=[O:36])[N:23]2[CH3:37])=[CH:17][CH:18]=1)[CH3:8]. The catalyst class is: 39. (6) Reactant: [C:1]([O:5][C:6]([N:8]([C:16]1[N:17]=[CH:18][C:19]([C:25]2[CH:26]=[N:27][N:28]([C@H:30]3[CH2:35][CH2:34][C@H:33]([O:36][Si:37]([C:40]([CH3:43])([CH3:42])[CH3:41])([CH3:39])[CH3:38])[CH2:32][CH2:31]3)[CH:29]=2)=[C:20]2[CH:24]=[CH:23][O:22][C:21]=12)[C:9]([O:11][C:12]([CH3:15])([CH3:14])[CH3:13])=[O:10])=[O:7])([CH3:4])([CH3:3])[CH3:2].C([N-]C(C)C)(C)C.[Li+].[B:52](OC)([O:55]C)[O:53]C. Product: [C:1]([O:5][C:6]([N:8]([C:9]([O:11][C:12]([CH3:15])([CH3:14])[CH3:13])=[O:10])[C:16]1[N:17]=[CH:18][C:19]([C:25]2[CH:26]=[N:27][N:28]([C@H:30]3[CH2:35][CH2:34][C@H:33]([O:36][Si:37]([C:40]([CH3:43])([CH3:42])[CH3:41])([CH3:39])[CH3:38])[CH2:32][CH2:31]3)[CH:29]=2)=[C:20]2[CH:24]=[C:23]([B:52]([OH:55])[OH:53])[O:22][C:21]=12)=[O:7])([CH3:2])([CH3:3])[CH3:4]. The catalyst class is: 1. (7) Reactant: C(N=[C:6]=[O:7])CCC.N12CCN(CC1)CC2.[I:16][C:17]1[CH:22]=[CH:21][CH:20]=[CH:19][C:18]=1[S:23]([NH2:26])(=[O:25])=[O:24].ClC(OC(Cl)(Cl)Cl)=O. Product: [I:16][C:17]1[CH:22]=[CH:21][CH:20]=[CH:19][C:18]=1[S:23]([N:26]=[C:6]=[O:7])(=[O:25])=[O:24]. The catalyst class is: 113. (8) Reactant: C[O:2][C:3](=[O:24])[CH2:4][C:5]1[CH:10]=[C:9]([O:11][CH3:12])[CH:8]=[CH:7][C:6]=1[C:13]([CH3:23])(O[Si](C)(C)C)[C:14]([F:17])([F:16])[F:15].[F-].C([N+](CCCC)(CCCC)CCCC)CCC.O. Product: [CH3:12][O:11][C:9]1[CH:10]=[C:5]2[C:6](=[CH:7][CH:8]=1)[C:13]([CH3:23])([C:14]([F:15])([F:16])[F:17])[O:24][C:3](=[O:2])[CH2:4]2. The catalyst class is: 7. (9) Reactant: [Cl:1][C:2]1[CH:22]=[CH:21][C:5]([O:6][C@@H:7]([C:15]2[CH:20]=[CH:19][CH:18]=[CH:17][CH:16]=2)[C@@H:8]2[CH2:13][NH:12][C:11](=O)[CH2:10][O:9]2)=[C:4]([O:23][CH3:24])[CH:3]=1.COCCO[AlH2-]OCCOC.[Na+]. Product: [Cl:1][C:2]1[CH:22]=[CH:21][C:5]([O:6][C@@H:7]([C:15]2[CH:20]=[CH:19][CH:18]=[CH:17][CH:16]=2)[C@H:8]2[O:9][CH2:10][CH2:11][NH:12][CH2:13]2)=[C:4]([O:23][CH3:24])[CH:3]=1. The catalyst class is: 11. (10) Reactant: [C:1](#[N:5])[CH2:2][C:3]#[N:4].[NH:6]([C:8]1[CH:13]=[CH:12][CH:11]=[CH:10][N:9]=1)[NH2:7]. Product: [NH2:4][C:3]1[N:6]([C:8]2[CH:13]=[CH:12][CH:11]=[CH:10][N:9]=2)[N:7]=[C:1]([CH2:2][C:3]#[N:4])[C:2]=1[C:1]#[N:5]. The catalyst class is: 8.